Dataset: Forward reaction prediction with 1.9M reactions from USPTO patents (1976-2016). Task: Predict the product of the given reaction. (1) Given the reactants O1CCCC1.[Cl:6][C:7]1[CH:8]=[C:9]([CH:13]=[CH:14][N:15]=1)[C:10](O)=[O:11], predict the reaction product. The product is: [Cl:6][C:7]1[CH:8]=[C:9]([CH2:10][OH:11])[CH:13]=[CH:14][N:15]=1. (2) Given the reactants FC1C=CC(CO[C:8]2[N:13]=[C:12](Cl)[N:11]=[C:10]([NH:15][CH2:16][C:17]3[CH:22]=[CH:21][C:20]([F:23])=[CH:19][CH:18]=3)[N:9]=2)=CC=1.[N:26]1[C:30]2[CH:31]=[CH:32][CH:33]=[CH:34][C:29]=2[NH:28][CH:27]=1.C([O-])([O-])=O.[K+].[K+], predict the reaction product. The product is: [N:26]1([C:12]2[N:13]=[C:8]([N:26]3[C:30]4[CH:31]=[CH:32][CH:33]=[CH:34][C:29]=4[N:28]=[CH:27]3)[N:9]=[C:10]([NH:15][CH2:16][C:17]3[CH:18]=[CH:19][C:20]([F:23])=[CH:21][CH:22]=3)[N:11]=2)[C:30]2[CH:31]=[CH:32][CH:33]=[CH:34][C:29]=2[N:28]=[CH:27]1. (3) The product is: [CH2:25]([O:18][C:17]([C:13]1[CH:12]=[CH:11][C:10]([CH2:9][NH:8][C:6]([O:5][C:1]([CH3:4])([CH3:3])[CH3:2])=[O:7])=[CH:15][N:14]=1)=[O:20])[CH3:26]. Given the reactants [C:1]([O:5][C:6]([NH:8][CH2:9][C:10]1[CH:11]=[CH:12][C:13](Cl)=[N:14][CH:15]=1)=[O:7])([CH3:4])([CH3:3])[CH3:2].[C:17](=[O:20])([O-])[O-:18].[K+].[K+].[C]=O.[CH2:25](O)[CH3:26], predict the reaction product.